Dataset: CYP1A2 inhibition data for predicting drug metabolism from PubChem BioAssay. Task: Regression/Classification. Given a drug SMILES string, predict its absorption, distribution, metabolism, or excretion properties. Task type varies by dataset: regression for continuous measurements (e.g., permeability, clearance, half-life) or binary classification for categorical outcomes (e.g., BBB penetration, CYP inhibition). Dataset: cyp1a2_veith. (1) The drug is O=[N+]([O-])c1ccc(-c2cnc(SCc3ccccc3Cl)[nH]2)cc1. The result is 1 (inhibitor). (2) The drug is COc1cccc([C@H]2Oc3ccc(OC)cc3/C(=N\O[C@@H]3O[C@H](COC(C)=O)[C@H](OC(C)=O)[C@H](OC(C)=O)[C@H]3OC(C)=O)[C@@H]2O)c1. The result is 0 (non-inhibitor). (3) The drug is Cc1ccc(Cl)cc1-n1c(=O)cc(N2CC(C)OC(C)C2)[nH]c1=O. The result is 0 (non-inhibitor). (4) The compound is O=C(c1cccc(F)c1)N1CCC2(CC1)CN(c1ccc(-c3ccccc3)cc1)C2. The result is 0 (non-inhibitor). (5) The drug is CC(C)NC(=O)N1CCCC2(CCN(C(=O)c3ccco3)CC2)C1. The result is 0 (non-inhibitor). (6) The drug is O=C(c1cc(C(F)(F)F)cc(C(F)(F)F)c1)N1CCC2(CCN(Cc3ccccc3)CC2)CC1. The result is 0 (non-inhibitor).